Dataset: Forward reaction prediction with 1.9M reactions from USPTO patents (1976-2016). Task: Predict the product of the given reaction. (1) Given the reactants [C:1]([C:3]1[C:12]2[C:7](=[CH:8][CH:9]=[CH:10][C:11]=2[O:13][C:14]2[CH:19]=[CH:18][CH:17]=[CH:16][CH:15]=2)[C:6]([O:20][CH3:21])=[C:5]([C:22]([OH:24])=O)[N:4]=1)#[N:2].C(N(CC)CC)C.C(OC(Cl)=O)C(C)C.Cl.[CH3:41][O:42][C:43](=[O:46])[CH2:44][NH2:45], predict the reaction product. The product is: [CH3:41][O:42][C:43](=[O:46])[CH2:44][NH:45][C:22]([C:5]1[N:4]=[C:3]([C:1]#[N:2])[C:12]2[C:7]([C:6]=1[O:20][CH3:21])=[CH:8][CH:9]=[CH:10][C:11]=2[O:13][C:14]1[CH:19]=[CH:18][CH:17]=[CH:16][CH:15]=1)=[O:24]. (2) Given the reactants [CH:1](=O)[CH3:2].[Br:4][C:5]1[C:10]([C:11]([O:13][CH3:14])=[O:12])=[CH:9][CH:8]=[CH:7][C:6]=1[NH:15][CH:16]1[CH2:21][CH2:20][N:19]([C:22]([O:24][C:25]([CH3:28])([CH3:27])[CH3:26])=[O:23])[CH2:18][CH2:17]1.CC(O)=O.[BH-](OC(C)=O)(OC(C)=O)OC(C)=O.[Na+], predict the reaction product. The product is: [Br:4][C:5]1[C:10]([C:11]([O:13][CH3:14])=[O:12])=[CH:9][CH:8]=[CH:7][C:6]=1[N:15]([CH2:1][CH3:2])[CH:16]1[CH2:21][CH2:20][N:19]([C:22]([O:24][C:25]([CH3:28])([CH3:27])[CH3:26])=[O:23])[CH2:18][CH2:17]1. (3) Given the reactants C(/S([O:12][C:13]1[CH:21]=[CH:20][C:19]([C:22]2[N:23]([C:38]([O:40][C:41]([CH3:44])([CH3:43])[CH3:42])=[O:39])[C:24]3[C:29]([CH:30]=2)=[CH:28][C:27]([CH2:31][N:32]2[CH2:37][CH2:36][CH2:35][CH2:34][CH2:33]2)=[CH:26][CH:25]=3)=[C:18]2[C:14]=1[CH2:15][NH:16][C:17]2=[O:45])(=O)=O)=C\C1C=CC=CC=1.Cl.CO, predict the reaction product. The product is: [OH:12][C:13]1[CH:21]=[CH:20][C:19]([C:22]2[N:23]([C:38]([O:40][C:41]([CH3:43])([CH3:42])[CH3:44])=[O:39])[C:24]3[C:29]([CH:30]=2)=[CH:28][C:27]([CH2:31][N:32]2[CH2:37][CH2:36][CH2:35][CH2:34][CH2:33]2)=[CH:26][CH:25]=3)=[C:18]2[C:14]=1[CH2:15][NH:16][C:17]2=[O:45].